From a dataset of Retrosynthesis with 50K atom-mapped reactions and 10 reaction types from USPTO. Predict the reactants needed to synthesize the given product. Given the product c1ccc2c(c1)CCN2, predict the reactants needed to synthesize it. The reactants are: c1ccc2[nH]ccc2c1.